From a dataset of Reaction yield outcomes from USPTO patents with 853,638 reactions. Predict the reaction yield, written as a fraction of the theoretical maximum amount of product (1.0 means a 100% yield; for example, 0.34 means a 34% yield). (1) The reactants are [F:1][C:2]1[CH:7]=[CH:6][C:5]([CH2:8][C:9]([NH:11][CH3:12])=[O:10])=[CH:4][CH:3]=1.[Li]C.CCOCC.[C:20](Cl)(Cl)=[O:21].C1(C)C=CC=CC=1.[NH2:31][C:32]1[CH:47]=[CH:46][C:35]([O:36][C:37]2[CH:42]=[CH:41][N:40]=[C:39]([C:43]([NH2:45])=[O:44])[CH:38]=2)=[C:34]([F:48])[CH:33]=1.FC1C=C(NC(=O)CC(NC2C=CC(F)=CC=2)=O)C=CC=1OC1C=CN=C(NCCN2CCOCC2)C=1.CCN(C(C)C)C(C)C. The catalyst is C1COCC1.CN(C=O)C. The product is [C:43]([C:39]1[CH:38]=[C:37]([O:36][C:35]2[CH:46]=[CH:47][C:32]([NH:31][C:20](=[O:21])[N:11]([C:9](=[O:10])[CH2:8][C:5]3[CH:4]=[CH:3][C:2]([F:1])=[CH:7][CH:6]=3)[CH3:12])=[CH:33][C:34]=2[F:48])[CH:42]=[CH:41][N:40]=1)(=[O:44])[NH2:45]. The yield is 0.330. (2) The reactants are [CH:1]([C:3]1[N:8]=[C:7]2[N:9]([C@H:13]([C:15]3[CH:20]=[CH:19][CH:18]=[CH:17][CH:16]=3)[CH3:14])[C:10]([OH:12])=[N:11][C:6]2=[N:5][CH:4]=1)=[CH2:2]. The catalyst is [Pd].CO. The product is [C:15]1([C@@H:13]([N:9]2[C:7]3=[N:8][C:3]([CH2:1][CH3:2])=[CH:4][N:5]=[C:6]3[N:11]=[C:10]2[OH:12])[CH3:14])[CH:20]=[CH:19][CH:18]=[CH:17][CH:16]=1. The yield is 0.860. (3) The reactants are [C:1]([O:5][C:6]([NH:8][C@H:9]([C:11]1[CH:16]=[CH:15][C:14](Br)=[CH:13][CH:12]=1)[CH3:10])=[O:7])([CH3:4])([CH3:3])[CH3:2].CC#N.C(N(CC)CC)C.[C]=O. The catalyst is CC([O-])=O.CC([O-])=O.[Pd+2].C1(P(C2C=CC=CC=2)[C-]2C=CC=C2)C=CC=CC=1.[C-]1(P(C2C=CC=CC=2)C2C=CC=CC=2)C=CC=C1.[Fe+2].CO. The product is [C:1]([O:5][C:6]([NH:8][C@H:9]([C:11]1[CH:16]=[CH:15][C:14]([C:6]([O:5][CH3:1])=[O:7])=[CH:13][CH:12]=1)[CH3:10])=[O:7])([CH3:4])([CH3:3])[CH3:2]. The yield is 0.720. (4) The reactants are [OH:1][C@H:2]1[CH2:7][CH2:6][CH2:5][C@@H:4]([NH:8][C:9]2[C:14]([C:15]([NH2:17])=[O:16])=[CH:13][N:12]=[C:11](S(C)(=O)=O)[N:10]=2)[CH2:3]1.Cl.[CH3:23][C:24]1([NH2:30])[CH2:29][CH2:28][O:27][CH2:26][CH2:25]1.CCN(C(C)C)C(C)C. The product is [OH:1][C@H:2]1[CH2:7][CH2:6][CH2:5][C@@H:4]([NH:8][C:9]2[C:14]([C:15]([NH2:17])=[O:16])=[CH:13][N:12]=[C:11]([NH:30][C:24]3([CH3:23])[CH2:29][CH2:28][O:27][CH2:26][CH2:25]3)[N:10]=2)[CH2:3]1. The yield is 0.107. The catalyst is CN1C(=O)CCC1. (5) The reactants are [C:1]([C:3]([CH3:30])([CH3:29])[C@@H:4]([NH:6][C:7]([C:9]1[C:17]2[C:12](=[N:13][CH:14]=[C:15]([CH:18]3[CH2:20][CH2:19]3)[N:16]=2)[N:11](COCC[Si](C)(C)C)[CH:10]=1)=[O:8])[CH3:5])#[N:2].C(O)(C(F)(F)F)=O.C(N)CN. The catalyst is C(Cl)Cl. The product is [C:1]([C:3]([CH3:29])([CH3:30])[C@@H:4]([NH:6][C:7]([C:9]1[C:17]2[C:12](=[N:13][CH:14]=[C:15]([CH:18]3[CH2:19][CH2:20]3)[N:16]=2)[NH:11][CH:10]=1)=[O:8])[CH3:5])#[N:2]. The yield is 0.750.